Dataset: Peptide-MHC class I binding affinity with 185,985 pairs from IEDB/IMGT. Task: Regression. Given a peptide amino acid sequence and an MHC pseudo amino acid sequence, predict their binding affinity value. This is MHC class I binding data. (1) The MHC is HLA-B08:01 with pseudo-sequence HLA-B08:01. The binding affinity (normalized) is 0. The peptide sequence is DFHERPVIL. (2) The peptide sequence is KRTLTPQPME. The MHC is HLA-A30:01 with pseudo-sequence HLA-A30:01. The binding affinity (normalized) is 0.110. (3) The peptide sequence is LASCMGLIY. The MHC is HLA-A30:02 with pseudo-sequence HLA-A30:02. The binding affinity (normalized) is 0.498. (4) The binding affinity (normalized) is 0. The MHC is HLA-A23:01 with pseudo-sequence HLA-A23:01. The peptide sequence is ILKEPVHGV. (5) The peptide sequence is GLRWHVRAF. The MHC is HLA-B15:09 with pseudo-sequence HLA-B15:09. The binding affinity (normalized) is 0.0847. (6) The peptide sequence is YRYLRHGKL. The MHC is HLA-A02:01 with pseudo-sequence HLA-A02:01. The binding affinity (normalized) is 0.0847. (7) The peptide sequence is EEKKFGAEV. The MHC is HLA-B27:05 with pseudo-sequence HLA-B27:05. The binding affinity (normalized) is 0. (8) The peptide sequence is MIDSDEWVY. The MHC is HLA-A02:16 with pseudo-sequence HLA-A02:16. The binding affinity (normalized) is 0.0847.